Binary Classification. Given a T-cell receptor sequence (or CDR3 region) and an epitope sequence, predict whether binding occurs between them. From a dataset of TCR-epitope binding with 47,182 pairs between 192 epitopes and 23,139 TCRs. (1) The epitope is EILDITPCSF. The TCR CDR3 sequence is CASSLALGIEQFF. Result: 1 (the TCR binds to the epitope). (2) The TCR CDR3 sequence is CASSFKAGGVADTQYF. Result: 0 (the TCR does not bind to the epitope). The epitope is KLGGALQAK. (3) The epitope is RLFRKSNLK. The TCR CDR3 sequence is CASSYSSVGLYEQYF. Result: 0 (the TCR does not bind to the epitope). (4) The epitope is LLQTGIHVRVSQPSL. The TCR CDR3 sequence is CASSRQGEAFF. Result: 1 (the TCR binds to the epitope). (5) The epitope is LPRRSGAAGA. The TCR CDR3 sequence is CASRVGNTEAFF. Result: 0 (the TCR does not bind to the epitope). (6) The epitope is GTSGSPIINR. The TCR CDR3 sequence is CASSRIAGVYDEQFF. Result: 1 (the TCR binds to the epitope). (7) The epitope is LLFGYPVYV. The TCR CDR3 sequence is CASAPGNTGELFF. Result: 0 (the TCR does not bind to the epitope). (8) The epitope is TTLPVNVAF. The TCR CDR3 sequence is CASGGRGGGETQYF. Result: 0 (the TCR does not bind to the epitope). (9) The epitope is KAFSPEVIPMF. The TCR CDR3 sequence is CASSLEVADYEQYF. Result: 0 (the TCR does not bind to the epitope).